Predict the reactants needed to synthesize the given product. From a dataset of Full USPTO retrosynthesis dataset with 1.9M reactions from patents (1976-2016). (1) Given the product [CH3:15][CH:7]1[CH2:6][CH2:5][C:4]2[C:9](=[CH:10][CH:11]=[C:2]([C:30]3[CH:31]=[CH:32][C:27]([S:24]([CH3:23])(=[O:26])=[O:25])=[CH:28][CH:29]=3)[C:3]=2[O:16][C:17]2[CH:22]=[CH:21][CH:20]=[CH:19][CH:18]=2)[N:8]1[C:12](=[O:14])[CH3:13], predict the reactants needed to synthesize it. The reactants are: Br[C:2]1[C:3]([O:16][C:17]2[CH:22]=[CH:21][CH:20]=[CH:19][CH:18]=2)=[C:4]2[C:9](=[CH:10][CH:11]=1)[N:8]([C:12](=[O:14])[CH3:13])[CH:7]([CH3:15])[CH2:6][CH2:5]2.[CH3:23][S:24]([C:27]1[CH:32]=[CH:31][C:30](B(O)O)=[CH:29][CH:28]=1)(=[O:26])=[O:25].C(=O)(O)[O-].[Na+]. (2) Given the product [Br:27][C:9]1[S:8][C:7]2[CH:28]=[C:3]([OH:2])[CH:4]=[CH:5][C:6]=2[C:10]=1[O:11][C:12]1[CH:13]=[CH:14][C:15]([O:18][CH2:19][CH2:20][N:21]2[CH2:26][CH2:25][CH2:24][CH2:23][CH2:22]2)=[CH:16][CH:17]=1, predict the reactants needed to synthesize it. The reactants are: C[O:2][C:3]1[CH:4]=[CH:5][C:6]2[C:10]([O:11][C:12]3[CH:17]=[CH:16][C:15]([O:18][CH2:19][CH2:20][N:21]4[CH2:26][CH2:25][CH2:24][CH2:23][CH2:22]4)=[CH:14][CH:13]=3)=[C:9]([Br:27])[S:8][C:7]=2[CH:28]=1.B(Br)(Br)Br.CO.C(=O)(O)[O-].[Na+].